Dataset: Full USPTO retrosynthesis dataset with 1.9M reactions from patents (1976-2016). Task: Predict the reactants needed to synthesize the given product. (1) Given the product [NH2:30][C@@H:19]1[CH2:18][CH2:17][C@@H:16]([C:10]2[CH:11]=[CH:12][CH:13]=[C:14]([F:15])[C:9]=2[F:8])[CH2:22][N:21]([CH2:23][CH2:24][S:25]([CH3:28])(=[O:26])=[O:27])[C:20]1=[O:29], predict the reactants needed to synthesize it. The reactants are: FC(F)(F)C(O)=O.[F:8][C:9]1[C:14]([F:15])=[CH:13][CH:12]=[CH:11][C:10]=1[C@H:16]1[CH2:22][N:21]([CH2:23][CH2:24][S:25]([CH3:28])(=[O:27])=[O:26])[C:20](=[O:29])[C@H:19]([NH:30]C(=O)OC(C)(C)C)[CH2:18][CH2:17]1. (2) The reactants are: C([O:4][C@@H:5]1[C@@H:9]([CH:10](I)O)[O:8][C@@H:7]([N:13]2[CH:20]=[CH:19][C:17](=[O:18])[NH:16][C:14]2=[O:15])[CH2:6]1)(=O)C.CCN(C(C)C)C(C)C.C(=O)([O-])[O-].[K+].[K+].[Cl-].[NH4+]. Given the product [C@@H:7]1([N:13]2[CH:20]=[CH:19][C:17](=[O:18])[NH:16][C:14]2=[O:15])[O:8][C@H:9]([CH3:10])[C@@H:5]([OH:4])[CH2:6]1, predict the reactants needed to synthesize it. (3) Given the product [Br:1][C:2]1[CH:3]=[C:4]2[CH2:12][CH2:11][C:10]3[CH:13]=[C:14]([Cl:17])[CH:15]=[CH:16][C:9]=3[C@H:8]([N:18]3[CH2:23][CH2:22][N:21]([C:24]([O:26][C:27]([CH3:29])([CH3:30])[CH3:28])=[O:25])[C@@H:20]([C:31]([N:43]4[CH2:44][CH2:45][CH2:46][CH2:47][CH:42]4[CH2:41][CH2:40][N:35]4[CH:39]=[CH:38][N:37]=[CH:36]4)=[O:32])[CH2:19]3)[C:5]2=[N:6][CH:7]=1, predict the reactants needed to synthesize it. The reactants are: [Br:1][C:2]1[CH:3]=[C:4]2[CH2:12][CH2:11][C:10]3[CH:13]=[C:14]([Cl:17])[CH:15]=[CH:16][C:9]=3[C@H:8]([N:18]3[CH2:23][CH2:22][N:21]([C:24]([O:26][C:27]([CH3:30])([CH3:29])[CH3:28])=[O:25])[C@@H:20]([C:31](O)=[O:32])[CH2:19]3)[C:5]2=[N:6][CH:7]=1.[Na].[N:35]1([CH2:40][CH2:41][CH:42]2[CH2:47][CH2:46][CH2:45][CH2:44][NH:43]2)[CH:39]=[CH:38][N:37]=[CH:36]1.ON1C2C=CC=CC=2N=N1.CN1CCOCC1. (4) Given the product [CH:1]1([CH2:4][O:5][C:6]2[CH:11]=[CH:10][C:9]([N:12]3[C:17](=[O:18])[C:16]4[NH:19][CH:20]=[CH:21][C:15]=4[N:14]=[C:13]3[S:22][CH2:25][CH3:26])=[CH:8][C:7]=2[CH3:23])[CH2:2][CH2:3]1, predict the reactants needed to synthesize it. The reactants are: [CH:1]1([CH2:4][O:5][C:6]2[CH:11]=[CH:10][C:9]([N:12]3[C:17](=[O:18])[C:16]4[NH:19][CH:20]=[CH:21][C:15]=4[NH:14][C:13]3=[S:22])=[CH:8][C:7]=2[CH3:23])[CH2:3][CH2:2]1.I[CH2:25][CH3:26].C(=O)([O-])O.[Na+].